From a dataset of Retrosynthesis with 50K atom-mapped reactions and 10 reaction types from USPTO. Predict the reactants needed to synthesize the given product. (1) Given the product CC(=O)c1ccc(O)cc1, predict the reactants needed to synthesize it. The reactants are: CC(=O)Oc1ccccc1.Oc1ccccc1. (2) Given the product Cc1cc(N)cc(C#N)c1Oc1ccc(O)c(C(C)C)c1, predict the reactants needed to synthesize it. The reactants are: Cc1cc([N+](=O)[O-])cc(C#N)c1Oc1ccc(O)c(C(C)C)c1. (3) Given the product CC(C)(C)OC(=O)NC(C(=O)c1ccc(OC2CCOCC2)nc1)c1ccc(Cl)c(Cl)c1, predict the reactants needed to synthesize it. The reactants are: Brc1ccc(OC2CCOCC2)nc1.CON(C)C(=O)C(NC(=O)OC(C)(C)C)c1ccc(Cl)c(Cl)c1. (4) Given the product S=C(Nc1ccc(Cl)cc1)NC1CCCCC1, predict the reactants needed to synthesize it. The reactants are: NC1CCCCC1.S=C=Nc1ccc(Cl)cc1. (5) Given the product O=C(O)C(F)(F)F, predict the reactants needed to synthesize it. The reactants are: CC(C)(C)OC(=O)NCC(=O)N1CCC[C@H]1C(=O)N[C@@H](CCCNC(=N)N)C(=O)OCc1ccccc1.